From a dataset of Full USPTO retrosynthesis dataset with 1.9M reactions from patents (1976-2016). Predict the reactants needed to synthesize the given product. (1) Given the product [Cl:5][C:6]1[CH:7]=[C:8]([CH:14]([CH3:15])[CH3:16])[C:9]([OH:13])=[C:10]([N+:1]([O-:4])=[O:2])[C:11]=1[CH3:12], predict the reactants needed to synthesize it. The reactants are: [N+:1]([O-:4])(O)=[O:2].[Cl:5][C:6]1[C:11]([CH3:12])=[CH:10][C:9]([OH:13])=[C:8]([CH:14]([CH3:16])[CH3:15])[CH:7]=1. (2) Given the product [Cl:11][C:12]1[CH:13]=[C:14]([CH:15]=[CH:16][C:17]=1[Cl:18])[O:19][C:9]1[CH:8]=[CH:7][C:4]([CH:5]=[O:6])=[CH:3][C:2]=1[F:1], predict the reactants needed to synthesize it. The reactants are: [F:1][C:2]1[CH:3]=[C:4]([CH:7]=[CH:8][C:9]=1F)[CH:5]=[O:6].[Cl:11][C:12]1[CH:13]=[C:14]([OH:19])[CH:15]=[CH:16][C:17]=1[Cl:18]. (3) The reactants are: [N+:1]([C:4]1[CH:13]=[CH:12][CH:11]=[C:10]2[C:5]=1[CH:6]=[CH:7][C:8](Cl)=[N:9]2)([O-])=O.[F:15][C:16]1[CH:17]=[C:18]([S:24](Cl)(=[O:26])=[O:25])[CH:19]=[C:20]([F:23])[C:21]=1[F:22].[CH3:28][O:29][C:30]1[CH:31]=[CH:32][CH:33]=[C:34]2[C:38]=1[CH:37]([NH2:39])[CH2:36][CH2:35]2. Given the product [F:15][C:16]1[CH:17]=[C:18]([S:24]([NH:1][C:4]2[CH:13]=[CH:12][CH:11]=[C:10]3[C:5]=2[CH:6]=[CH:7][C:8]([NH:39][CH:37]2[C:38]4[C:34](=[CH:33][CH:32]=[CH:31][C:30]=4[O:29][CH3:28])[CH2:35][CH2:36]2)=[N:9]3)(=[O:26])=[O:25])[CH:19]=[C:20]([F:23])[C:21]=1[F:22], predict the reactants needed to synthesize it. (4) Given the product [CH2:1]([C:3]1[CH:8]=[CH:7][CH:6]=[C:5]([CH2:9][CH3:10])[C:4]=1[C:11]1[CH:12]=[C:13]2[CH:19]=[CH:18][N:17]([CH:23]([CH2:27][CH2:28][CH3:29])[CH2:24][CH2:25][CH3:26])[C:14]2=[CH:15][N:16]=1)[CH3:2], predict the reactants needed to synthesize it. The reactants are: [CH2:1]([C:3]1[CH:8]=[CH:7][CH:6]=[C:5]([CH2:9][CH3:10])[C:4]=1[C:11]1[CH:12]=[C:13]2[CH:19]=[CH:18][NH:17][C:14]2=[CH:15][N:16]=1)[CH3:2].[H-].[Na+].Br[CH:23]([CH2:27][CH2:28][CH3:29])[CH2:24][CH2:25][CH3:26].O. (5) The reactants are: [NH2:1][C:2]1[CH:10]=[CH:9][C:5]([CH2:6][CH2:7][NH2:8])=[CH:4][CH:3]=1.[C:11](O[C:11]([O:13][C:14]([CH3:17])([CH3:16])[CH3:15])=[O:12])([O:13][C:14]([CH3:17])([CH3:16])[CH3:15])=[O:12].O. Given the product [C:14]([O:13][C:11](=[O:12])[NH:8][CH2:7][CH2:6][C:5]1[CH:9]=[CH:10][C:2]([NH2:1])=[CH:3][CH:4]=1)([CH3:17])([CH3:16])[CH3:15], predict the reactants needed to synthesize it. (6) The reactants are: [OH-].[K+].[F:3][C:4]1[CH:12]=[CH:11][CH:10]=[C:9]2[C:5]=1[C:6]([NH2:13])=[N:7][NH:8]2.[C:14]([C:16]1[CH:17]=[C:18]([CH:21]=[CH:22][CH:23]=1)[CH2:19]Br)#[N:15].O. Given the product [NH2:13][C:6]1[C:5]2[C:9](=[CH:10][CH:11]=[CH:12][C:4]=2[F:3])[N:8]([CH2:19][C:18]2[CH:17]=[C:16]([CH:23]=[CH:22][CH:21]=2)[C:14]#[N:15])[N:7]=1, predict the reactants needed to synthesize it.